This data is from Full USPTO retrosynthesis dataset with 1.9M reactions from patents (1976-2016). The task is: Predict the reactants needed to synthesize the given product. (1) Given the product [OH:7][CH2:6][C:5]([CH3:9])([CH3:8])[CH2:4][CH2:3][CH2:2][NH:1][C:11]([NH:10][CH2:13][CH2:14][C:15]1[CH:20]=[CH:19][CH:18]=[CH:17][CH:16]=1)=[O:12], predict the reactants needed to synthesize it. The reactants are: [NH2:1][CH2:2][CH2:3][CH2:4][C:5]([CH3:9])([CH3:8])[CH2:6][OH:7].[N:10]([CH2:13][CH2:14][C:15]1[CH:20]=[CH:19][CH:18]=[CH:17][CH:16]=1)=[C:11]=[O:12]. (2) Given the product [NH2:1][C:2]1[C:7]([NH2:8])=[CH:6][N:5]=[CH:4][C:3]=1[C:11]1[CH:12]=[C:13]([CH:20]=[C:21]([F:23])[CH:22]=1)[CH2:14][NH:15][S:16]([CH3:19])(=[O:17])=[O:18], predict the reactants needed to synthesize it. The reactants are: [NH2:1][C:2]1[C:7]([N+:8]([O-])=O)=[CH:6][N:5]=[CH:4][C:3]=1[C:11]1[CH:12]=[C:13]([CH:20]=[C:21]([F:23])[CH:22]=1)[CH2:14][NH:15][S:16]([CH3:19])(=[O:18])=[O:17].[NH4+].[Cl-].